From a dataset of Forward reaction prediction with 1.9M reactions from USPTO patents (1976-2016). Predict the product of the given reaction. Given the reactants C1(OC)C=CC=CC=1.[C:9]([C:11]1([CH2:17][C:18]([O:20]C(C)(C)C)=[O:19])[CH2:16][CH2:15][CH2:14][CH2:13][CH2:12]1)#[N:10], predict the reaction product. The product is: [C:9]([C:11]1([CH2:17][C:18]([OH:20])=[O:19])[CH2:16][CH2:15][CH2:14][CH2:13][CH2:12]1)#[N:10].